Dataset: Forward reaction prediction with 1.9M reactions from USPTO patents (1976-2016). Task: Predict the product of the given reaction. Given the reactants C(=O)(O)[O-].[Na+].Cl[CH2:7][C:8]1[C:9]([CH3:14])=[N:10][O:11][C:12]=1[CH3:13].[NH2:15][CH2:16][CH2:17][C:18]1[CH:33]=[CH:32][C:21]([O:22][C:23]2[CH:31]=[CH:30][C:26]([C:27]([NH2:29])=[O:28])=[CH:25][N:24]=2)=[CH:20][CH:19]=1.[OH-].[Na+], predict the reaction product. The product is: [CH3:14][C:9]1[C:8]([CH2:7][NH:15][CH2:16][CH2:17][C:18]2[CH:33]=[CH:32][C:21]([O:22][C:23]3[CH:31]=[CH:30][C:26]([C:27]([NH2:29])=[O:28])=[CH:25][N:24]=3)=[CH:20][CH:19]=2)=[C:12]([CH3:13])[O:11][N:10]=1.